This data is from Forward reaction prediction with 1.9M reactions from USPTO patents (1976-2016). The task is: Predict the product of the given reaction. (1) Given the reactants Cl.[Cl:2][C:3]1[CH:4]=[C:5]2[C:9](=[CH:10][CH:11]=1)[NH:8][CH:7]([C:12]([OH:14])=[O:13])[CH2:6]2.[C:15](O[C:15]([O:17][C:18]([CH3:21])([CH3:20])[CH3:19])=[O:16])([O:17][C:18]([CH3:21])([CH3:20])[CH3:19])=[O:16].[OH-].[Na+], predict the reaction product. The product is: [C:18]([O:17][C:15]([N:8]1[C:9]2[C:5](=[CH:4][C:3]([Cl:2])=[CH:11][CH:10]=2)[CH2:6][CH:7]1[C:12]([OH:14])=[O:13])=[O:16])([CH3:21])([CH3:20])[CH3:19]. (2) Given the reactants [N+](=CC(OCC)=O)=[N-].O[C@@H]1CC[C@@]2(C)[C@H](C[C@@H](O)[C@@H]3[C@@H]2CC[C@@]2(C)[C@H]3CC[C@@H]2[C@H](C)CCC(OC)=O)C1.[CH3:38][C@@H:39]([CH2:43][C@H:44]([C@@H:46]1[C@:63]2([CH3:64])[C@H:49]([C@H:50]3[C@H:60]([CH2:61][C@@H:62]2O)[C@:58]2([CH3:59])[C@@H:53]([CH2:54][C@H:55]([OH:66])[CH2:56][CH2:57]2)[C@@H:52](CC)[C@H:51]3[OH:69])[CH2:48][CH2:47]1)[CH3:45])[C:40]([O-:42])=[O:41].[OH-].[Na+].Cl, predict the reaction product. The product is: [OH:66][C@@H:55]1[CH2:56][CH2:57][C@@:58]2([CH3:59])[C@H:53]([CH2:52][C@@H:51]([OH:69])[C@@H:50]3[C@@H:60]2[CH2:61][CH2:62][C@@:63]2([CH3:64])[C@H:49]3[CH2:48][CH2:47][C@@H:46]2[C@H:44]([CH3:45])[C@@H:43]2[CH2:38][C@@H:39]2[C:40]([OH:42])=[O:41])[CH2:54]1.[OH:66][C@@H:55]1[CH2:56][CH2:57][C@@:58]2([CH3:59])[C@H:53]([CH2:52][C@@H:51]([OH:69])[C@@H:50]3[C@@H:60]2[CH2:61][CH2:62][C@@:63]2([CH3:64])[C@H:49]3[CH2:48][CH2:47][C@@H:46]2[C@H:44]([CH3:45])[C@H:43]2[CH2:38][C@H:39]2[C:40]([OH:42])=[O:41])[CH2:54]1. (3) The product is: [ClH:53].[C:1]1([CH:7]([C:30]2[CH:35]=[CH:34][CH:33]=[CH:32][CH:31]=2)[CH2:8][NH:9][C:10]2[C:19]3[C:14](=[CH:15][C:16]([O:45][CH2:44][CH2:43][CH2:42][N:39]4[CH2:40][CH2:41][O:36][CH2:37][CH2:38]4)=[CH:17][CH:18]=3)[N:13]=[C:12]([C:21]3[CH:22]=[CH:23][C:24]4[N:25]([CH:27]=[CH:28][N:29]=4)[CH:26]=3)[N:11]=2)[CH:6]=[CH:5][CH:4]=[CH:3][CH:2]=1. Given the reactants [C:1]1([CH:7]([C:30]2[CH:35]=[CH:34][CH:33]=[CH:32][CH:31]=2)[CH2:8][NH:9][C:10]2[C:19]3[C:14](=[CH:15][C:16](F)=[CH:17][CH:18]=3)[N:13]=[C:12]([C:21]3[CH:22]=[CH:23][C:24]4[N:25]([CH:27]=[CH:28][N:29]=4)[CH:26]=3)[N:11]=2)[CH:6]=[CH:5][CH:4]=[CH:3][CH:2]=1.[O:36]1[CH2:41][CH2:40][N:39]([CH2:42][CH2:43][CH2:44][OH:45])[CH2:38][CH2:37]1.CC(C)([O-])C.[K+].C(Cl)(Cl)[Cl:53].CO, predict the reaction product. (4) The product is: [NH:17]1[C:18]2[C:23](=[CH:22][CH:21]=[CH:20][CH:19]=2)[C:15]([C@H:13]([CH3:14])[C@@H:7]([NH:6][C:24]([N:26]2[CH2:29][CH2:30][CH2:28][CH:27]2[C:31]2[CH:36]=[CH:35][CH:34]=[CH:33][CH:32]=2)=[O:3])[C:8]([OH:10])=[O:9])=[CH:16]1. Given the reactants CS(O)(=O)=[O:3].[NH2:6][C@H:7]([C@H:13]([C:15]1[C:23]2[C:18](=[CH:19][CH:20]=[CH:21][CH:22]=2)[NH:17][CH:16]=1)[CH3:14])[C:8]([O:10]CC)=[O:9].[CH2:24]([N:26]([CH2:29][CH3:30])[CH2:27][CH3:28])C.[C:31]1(C2CCCN2)[CH:36]=[CH:35][CH:34]=[CH:33][CH:32]=1.Cl, predict the reaction product. (5) Given the reactants O=[C:2]([N:15]1[CH2:20][CH2:19][NH:18][CH2:17][CH2:16]1)[CH2:3][CH2:4][C:5]1[C:13]2[C:12](=O)[CH2:11][CH2:10][CH2:9][C:8]=2[NH:7][CH:6]=1.[H-].[Al+3].[Li+].[H-].[H-].[H-].ClCCl.CO.N, predict the reaction product. The product is: [N:15]1([CH2:2][CH2:3][CH2:4][C:5]2[C:13]3[CH2:12][CH2:11][CH2:10][CH2:9][C:8]=3[NH:7][CH:6]=2)[CH2:20][CH2:19][NH:18][CH2:17][CH2:16]1. (6) The product is: [CH3:25][C:20](=[CH2:19])[CH2:21][C:22]([O:11][CH2:10]/[CH:9]=[C:7](/[CH2:6][CH2:5][CH:4]=[C:2]([CH3:1])[CH3:3])\[CH3:8])=[O:23]. Given the reactants [CH3:1][C:2](=[CH:4][CH2:5][CH2:6]/[C:7](=[CH:9]/[CH2:10][OH:11])/[CH3:8])[CH3:3].C(N(CC)CC)C.[CH3:19][C:20]([CH3:25])=[CH:21][C:22](Cl)=[O:23].COC1C=CC(C=O)=CC=1, predict the reaction product.